This data is from Forward reaction prediction with 1.9M reactions from USPTO patents (1976-2016). The task is: Predict the product of the given reaction. The product is: [C:13]([C:15]1[CH:21]=[CH:20][C:18]([NH:19][C:1](=[O:12])[O:7][C:8]([CH3:9])([CH3:10])[CH3:11])=[CH:17][CH:16]=1)#[N:14]. Given the reactants [C:1](=[O:12])([O:7][C:8]([CH3:11])([CH3:10])[CH3:9])OC(C)(C)C.[C:13]([C:15]1[CH:21]=[CH:20][C:18]([NH2:19])=[CH:17][CH:16]=1)#[N:14].CN(C1C=CC=CN=1)C, predict the reaction product.